From a dataset of Full USPTO retrosynthesis dataset with 1.9M reactions from patents (1976-2016). Predict the reactants needed to synthesize the given product. (1) Given the product [CH2:28]([N:14]1[C:15]2[CH2:16][CH2:17][NH:8][CH2:9][CH2:10][C:11]=2[C:12]([C:18]2[CH:19]=[CH:20][C:21]([Cl:24])=[CH:22][CH:23]=2)=[N:13]1)[CH2:27][CH:26]=[CH2:25], predict the reactants needed to synthesize it. The reactants are: C(OC([N:8]1[CH2:17][CH2:16][C:15]2[NH:14][N:13]=[C:12]([C:18]3[CH:23]=[CH:22][C:21]([Cl:24])=[CH:20][CH:19]=3)[C:11]=2[CH2:10][CH2:9]1)=O)(C)(C)C.[CH2:25](Cl)[CH2:26][CH:27]=[CH2:28]. (2) Given the product [OH:3][NH:2][C:22](=[O:23])/[CH:21]=[CH:20]/[C:17]1[CH:18]=[CH:19][C:14]([NH:13][S:10]([C:7]2[CH:8]=[CH:9][C:4]([C:25]3[CH:30]=[CH:29][CH:28]=[CH:27][CH:26]=3)=[CH:5][CH:6]=2)(=[O:12])=[O:11])=[CH:15][CH:16]=1, predict the reactants needed to synthesize it. The reactants are: Cl.[NH2:2][OH:3].[C:4]1([C:25]2[CH:30]=[CH:29][CH:28]=[CH:27][CH:26]=2)[CH:9]=[CH:8][C:7]([S:10]([NH:13][C:14]2[CH:19]=[CH:18][C:17]([CH:20]=[CH:21][C:22](Cl)=[O:23])=[CH:16][CH:15]=2)(=[O:12])=[O:11])=[CH:6][CH:5]=1. (3) Given the product [F:22][C:19]1[CH:20]=[CH:21][C:16]([N:12]2[C:13]3[C:9](=[CH:8][C:7]([O:6][CH2:5][CH2:4][CH2:3][CH2:2][NH:24][CH3:23])=[CH:15][CH:14]=3)[CH:10]=[CH:11]2)=[CH:17][CH:18]=1, predict the reactants needed to synthesize it. The reactants are: Br[CH2:2][CH2:3][CH2:4][CH2:5][O:6][C:7]1[CH:8]=[C:9]2[C:13](=[CH:14][CH:15]=1)[N:12]([C:16]1[CH:21]=[CH:20][C:19]([F:22])=[CH:18][CH:17]=1)[CH:11]=[CH:10]2.[CH3:23][NH2:24]. (4) Given the product [CH3:6][O:5][C:3](=[O:4])[C@@H:2]([NH:1][C:21]([O:23][C:24]12[CH2:33][CH:28]3[CH2:27][CH:26]([CH2:32][CH:30]([CH2:29]3)[CH2:31]1)[CH2:25]2)=[O:22])[C:7]([CH3:10])([CH3:9])[CH3:8], predict the reactants needed to synthesize it. The reactants are: [NH2:1][C@@H:2]([C:7]([CH3:10])([CH3:9])[CH3:8])[C:3]([O:5][CH3:6])=[O:4].CCN(C(C)C)C(C)C.F[C:21]([O:23][C:24]12[CH2:33][CH:28]3[CH2:29][CH:30]([CH2:32][CH:26]([CH2:27]3)[CH2:25]1)[CH2:31]2)=[O:22]. (5) The reactants are: [H-].[Na+].[F:3][C:4]1([F:32])[CH2:9][CH2:8][CH2:7][CH:6]([C@@H:10]2[CH2:15][C@H:14]([C:16]3[CH:21]=[CH:20][CH:19]=[CH:18][CH:17]=3)[CH2:13][CH2:12][N:11]2C(OCC2C=CC=CC=2)=O)[CH2:5]1. Given the product [F:32][C:4]1([F:3])[CH2:9][CH2:8][CH2:7][CH:6]([C@@H:10]2[CH2:15][C@H:14]([C:16]3[CH:17]=[CH:18][CH:19]=[CH:20][CH:21]=3)[CH2:13][CH2:12][NH:11]2)[CH2:5]1, predict the reactants needed to synthesize it. (6) Given the product [NH2:9][C:3]1[C:2]([N:10]2[CH2:11][CH2:12][CH:13]([NH:16][C:17](=[O:23])[O:18][C:19]([CH3:21])([CH3:20])[CH3:22])[CH2:14][CH2:15]2)=[N:7][C:6]([Br:8])=[CH:5][N:4]=1, predict the reactants needed to synthesize it. The reactants are: Br[C:2]1[C:3]([NH2:9])=[N:4][CH:5]=[C:6]([Br:8])[N:7]=1.[NH:10]1[CH2:15][CH2:14][CH:13]([NH:16][C:17](=[O:23])[O:18][C:19]([CH3:22])([CH3:21])[CH3:20])[CH2:12][CH2:11]1. (7) Given the product [C:1]([O:5][C:6]([N:8]1[CH2:12][C@@H:11]([CH2:13][NH:37][CH3:36])[C@H:10]([CH2:15][N:16]([C:20](=[O:35])[C:21]2[CH:26]=[CH:25][C:24]([CH2:27][CH3:28])=[C:23]([O:29][CH2:30][CH2:31][CH2:32][O:33][CH3:34])[CH:22]=2)[CH:17]([CH3:19])[CH3:18])[CH2:9]1)=[O:7])([CH3:4])([CH3:3])[CH3:2], predict the reactants needed to synthesize it. The reactants are: [C:1]([O:5][C:6]([N:8]1[CH2:12][C@@H:11]([CH:13]=O)[C@H:10]([CH2:15][N:16]([C:20](=[O:35])[C:21]2[CH:26]=[CH:25][C:24]([CH2:27][CH3:28])=[C:23]([O:29][CH2:30][CH2:31][CH2:32][O:33][CH3:34])[CH:22]=2)[CH:17]([CH3:19])[CH3:18])[CH2:9]1)=[O:7])([CH3:4])([CH3:3])[CH3:2].[CH3:36][NH2:37].[BH4-].[Na+].C(Cl)Cl.CO.[NH4+].[OH-]. (8) Given the product [CH2:1]([O:3][C:4]1[CH:5]=[C:6]([C:13]2[O:17][N:16]=[C:15]([C:18]3[CH:26]=[CH:25][CH:24]=[C:23]4[C:19]=3[CH:20]=[CH:21][N:22]4[CH2:27][C:28]3([NH:36][C:37](=[O:43])[O:38][C:39]([CH3:40])([CH3:42])[CH3:41])[CH2:29][O:30][C:31]([CH3:34])([CH3:35])[O:32][CH2:33]3)[N:14]=2)[CH:7]=[CH:8][C:9]=1[O:10][CH2:11][CH3:12])[CH3:2], predict the reactants needed to synthesize it. The reactants are: [CH2:1]([O:3][C:4]1[CH:5]=[C:6]([C:13]2[O:17][N:16]=[C:15]([C:18]3[CH:26]=[CH:25][CH:24]=[C:23]4[C:19]=3[CH2:20][CH2:21][N:22]4[CH2:27][C:28]3([NH:36][C:37](=[O:43])[O:38][C:39]([CH3:42])([CH3:41])[CH3:40])[CH2:33][O:32][C:31]([CH3:35])([CH3:34])[O:30][CH2:29]3)[N:14]=2)[CH:7]=[CH:8][C:9]=1[O:10][CH2:11][CH3:12])[CH3:2].[O-]S([O-])(=O)=O.[Mg+2].